From a dataset of Forward reaction prediction with 1.9M reactions from USPTO patents (1976-2016). Predict the product of the given reaction. (1) The product is: [NH2:21][C:22]1[C:27]([C:28]([NH:30][C:31]2[CH:36]=[C:35]([C:37](=[O:39])[NH2:38])[CH:34]=[CH:33][C:32]=2[O:40][CH3:41])=[O:29])=[C:26]([NH:1][C@H:2]([C:4]2[N:9]([C:10]3[CH:15]=[CH:14][CH:13]=[CH:12][CH:11]=3)[C:8](=[O:16])[C:7]3=[C:17]([CH3:20])[CH:18]=[CH:19][N:6]3[N:5]=2)[CH3:3])[N:25]=[CH:24][N:23]=1. Given the reactants [NH2:1][C@H:2]([C:4]1[N:9]([C:10]2[CH:15]=[CH:14][CH:13]=[CH:12][CH:11]=2)[C:8](=[O:16])[C:7]2=[C:17]([CH3:20])[CH:18]=[CH:19][N:6]2[N:5]=1)[CH3:3].[NH2:21][C:22]1[C:27]([C:28]([NH:30][C:31]2[CH:36]=[C:35]([C:37](=[O:39])[NH2:38])[CH:34]=[CH:33][C:32]=2[O:40][CH3:41])=[O:29])=[C:26](Cl)[N:25]=[CH:24][N:23]=1.CCN(C(C)C)C(C)C.[F-].[Cs+], predict the reaction product. (2) Given the reactants C(OC([N:8]([C:16]1[C:21]([C:22]2[O:26][N:25]=[C:24]([C:27]3[CH:32]=[CH:31][CH:30]=[C:29]([CH:33]([NH:35]C(OC(C)(C)C)=O)[CH3:34])[CH:28]=3)[CH:23]=2)=[N:20][C:19]([C:43]2[CH:48]=[CH:47][C:46](=[O:49])[N:45]([CH:50]([CH:52]3[CH2:54][CH2:53]3)[CH3:51])[CH:44]=2)=[CH:18][N:17]=1)C(=O)OC(C)(C)C)=O)(C)(C)C.Cl, predict the reaction product. The product is: [NH2:8][C:16]1[N:17]=[CH:18][C:19]([C:43]2[CH:48]=[CH:47][C:46](=[O:49])[N:45]([CH:50]([CH:52]3[CH2:54][CH2:53]3)[CH3:51])[CH:44]=2)=[N:20][C:21]=1[C:22]1[O:26][N:25]=[C:24]([C:27]2[CH:32]=[CH:31][CH:30]=[C:29]([CH:33]([NH2:35])[CH3:34])[CH:28]=2)[CH:23]=1. (3) Given the reactants [CH2:1]([O:3][C:4]1[CH:5]=[N:6][C:7]([C:10]2[CH:15]=[CH:14][CH:13]=[C:12](B3OC(C)(C)C(C)(C)O3)[CH:11]=2)=[N:8][CH:9]=1)[CH3:2].[CH3:25][N:26]1[CH:30]=[C:29]([N:31]2[CH:36]=[CH:35][C:34](=[O:37])[C:33]([C:38](=[O:54])C3C=CC=C(B4OC(C)(C)C(C)(C)O4)C=3)=[N:32]2)[CH:28]=[N:27]1.C(Cl)Cl.C([O-])([O-])=O.[Na+].[Na+], predict the reaction product. The product is: [CH2:1]([O:3][C:4]1[CH:9]=[N:8][C:7]([C:10]2[CH:11]=[C:12]([CH:13]=[CH:14][CH:15]=2)[C:38]([C:33]2[C:34](=[O:37])[CH:35]=[CH:36][N:31]([C:29]3[CH:28]=[N:27][N:26]([CH3:25])[CH:30]=3)[N:32]=2)=[O:54])=[N:6][CH:5]=1)[CH3:2].